From a dataset of Reaction yield outcomes from USPTO patents with 853,638 reactions. Predict the reaction yield, written as a fraction of the theoretical maximum amount of product (1.0 means a 100% yield; for example, 0.34 means a 34% yield). (1) The reactants are C1COCC1.[CH2:6]([Mg]Cl)[C:7]1[CH:12]=[CH:11][CH:10]=[CH:9][CH:8]=1.[NH2:15][C:16]1[C:21](Br)=[N:20][C:19]([Br:23])=[C:18]([Cl:24])[N:17]=1. The catalyst is [Cl-].[Zn+2].[Cl-].Cl[Pd](Cl)([P](C1C=CC=CC=1)(C1C=CC=CC=1)C1C=CC=CC=1)[P](C1C=CC=CC=1)(C1C=CC=CC=1)C1C=CC=CC=1.O. The product is [NH2:15][C:16]1[C:21]([CH2:6][C:7]2[CH:12]=[CH:11][CH:10]=[CH:9][CH:8]=2)=[N:20][C:19]([Br:23])=[C:18]([Cl:24])[N:17]=1. The yield is 0.876. (2) The reactants are [N:1]1([C:7](=O)[CH2:8][C:9]#[N:10])[CH2:6][CH2:5][O:4][CH2:3][CH2:2]1.COC1C=CC(P2(SP(C3C=CC(OC)=CC=3)(=S)S2)=[S:21])=CC=1. The catalyst is C1COCC1. The product is [N:1]1([C:7](=[S:21])[CH2:8][C:9]#[N:10])[CH2:6][CH2:5][O:4][CH2:3][CH2:2]1. The yield is 0.700. (3) The reactants are I[C:2]1[CH:3]=[CH:4][C:5]2[N:6]([C:8]([CH3:15])=[C:9]([C:11]([F:14])([F:13])[F:12])[N:10]=2)[N:7]=1.[CH2:16]([Sn](CCCC)(CCCC)C=C)[CH2:17]CC. The catalyst is CN(C=O)C.C1C=CC([P]([Pd]([P](C2C=CC=CC=2)(C2C=CC=CC=2)C2C=CC=CC=2)([P](C2C=CC=CC=2)(C2C=CC=CC=2)C2C=CC=CC=2)[P](C2C=CC=CC=2)(C2C=CC=CC=2)C2C=CC=CC=2)(C2C=CC=CC=2)C2C=CC=CC=2)=CC=1. The product is [CH3:15][C:8]1[N:6]2[N:7]=[C:2]([CH:16]=[CH2:17])[CH:3]=[CH:4][C:5]2=[N:10][C:9]=1[C:11]([F:14])([F:13])[F:12]. The yield is 0.760. (4) The reactants are [CH3:1][O:2][CH2:3][C:4](=[O:27])[C:5](=[N:10][NH:11][C:12]1[C:25]([F:26])=[CH:24][C:15]2[O:16][C:17]([F:23])([F:22])[C:18]([F:21])([F:20])[O:19][C:14]=2[CH:13]=1)[C:6]([O:8][CH3:9])=[O:7].[CH3:28]OC(OC)N(C)C. The yield is 0.370. The product is [CH3:1][O:2][C:3]1[C:4](=[O:27])[C:5]([C:6]([O:8][CH3:9])=[O:7])=[N:10][N:11]([C:12]2[C:25]([F:26])=[CH:24][C:15]3[O:16][C:17]([F:23])([F:22])[C:18]([F:21])([F:20])[O:19][C:14]=3[CH:13]=2)[CH:28]=1. No catalyst specified. (5) The reactants are [Cl:1][C:2]1[O:12][C:5]2=[C:6]([O:10]C)[N:7]=[CH:8][CH:9]=[C:4]2[CH:3]=1.B(Br)(Br)Br. The catalyst is C(Cl)Cl. The product is [Cl:1][C:2]1[O:12][C:5]2=[C:6]([OH:10])[N:7]=[CH:8][CH:9]=[C:4]2[CH:3]=1. The yield is 0.470.